Dataset: Reaction yield outcomes from USPTO patents with 853,638 reactions. Task: Predict the reaction yield, written as a fraction of the theoretical maximum amount of product (1.0 means a 100% yield; for example, 0.34 means a 34% yield). (1) The reactants are Cl[C:2]1[CH:3]=[CH:4][C:5]2[O:14][CH2:13][CH2:12][C:11]3[CH:10]=[C:9]([C:15]4[N:16]([C:20]5[CH:25]=[CH:24][C:23]([F:26])=[CH:22][C:21]=5[F:27])[N:17]=[CH:18][N:19]=4)[S:8][C:7]=3[C:6]=2[N:28]=1.[CH3:29][N:30]([CH3:34])[CH2:31][C:32]#[CH:33].C([O-])([O-])=O.[K+].[K+].C1(P(C2C=CC=CC=2)CCCP(C2C=CC=CC=2)C2C=CC=CC=2)C=CC=CC=1. The catalyst is CN(C=O)C.[Cu]I.CC([O-])=O.CC([O-])=O.[Pd+2].O. The product is [F:27][C:21]1[CH:22]=[C:23]([F:26])[CH:24]=[CH:25][C:20]=1[N:16]1[C:15]([C:9]2[S:8][C:7]3[C:6]4[N:28]=[C:2]([C:33]#[C:32][CH2:31][N:30]([CH3:34])[CH3:29])[CH:3]=[CH:4][C:5]=4[O:14][CH2:13][CH2:12][C:11]=3[CH:10]=2)=[N:19][CH:18]=[N:17]1. The yield is 0.950. (2) The reactants are [CH:1]1([N:7]2[C:12]([OH:13])=[C:11]([C:14]([NH:16][CH2:17][C:18]([O:20]CC)=[O:19])=[O:15])[C:10](=[O:23])[NH:9][C:8]2=[O:24])[CH2:6][CH2:5][CH2:4][CH2:3][CH2:2]1.C(=O)([O-])[O-].[K+].[K+].[F:31][C:32]1[CH:33]=[C:34]([CH:37]=[CH:38][C:39]=1[F:40])[CH2:35]Br.Cl. The catalyst is CC(N(C)C)=O. The product is [CH:1]1([N:7]2[C:12]([OH:13])=[C:11]([C:14]([NH:16][CH2:17][C:18]([OH:20])=[O:19])=[O:15])[C:10](=[O:23])[N:9]([CH2:35][C:34]3[CH:37]=[CH:38][C:39]([F:40])=[C:32]([F:31])[CH:33]=3)[C:8]2=[O:24])[CH2:2][CH2:3][CH2:4][CH2:5][CH2:6]1. The yield is 0.320. (3) The reactants are [C@@H:1]12[CH2:7][NH:6][C@@H:5]1[CH2:4][N:3]([C:8]([O:10][CH2:11][C:12]1[CH:17]=[CH:16][CH:15]=[CH:14][CH:13]=1)=[O:9])[CH2:2]2.Br[C:19]1[CH:20]=[N:21][CH:22]=[C:23]([O:25][CH3:26])[CH:24]=1. No catalyst specified. The product is [CH3:26][O:25][C:23]1[CH:24]=[C:19]([N:6]2[CH2:7][C@@H:1]3[C@H:5]2[CH2:4][N:3]([C:8]([O:10][CH2:11][C:12]2[CH:17]=[CH:16][CH:15]=[CH:14][CH:13]=2)=[O:9])[CH2:2]3)[CH:20]=[N:21][CH:22]=1. The yield is 0.370. (4) The reactants are [BrH:1].[NH2:2][C:3]1[S:4][C:5]([C:9](=O)[CH2:10][Br:11])=[C:6]([CH3:8])[N:7]=1.[NH2:13][C:14](=[NH:19])[NH:15][C:16]([NH2:18])=[S:17]. The catalyst is C(O)C. The product is [BrH:11].[BrH:1].[NH2:2][C:3]1[S:4][C:5]([C:9]2[N:18]=[C:16]([NH:15][C:14]([NH2:19])=[NH:13])[S:17][CH:10]=2)=[C:6]([CH3:8])[N:7]=1. The yield is 0.690. (5) The reactants are Br[C:2]1[CH:3]=[N:4][C:5]([N:8]2[CH2:13][CH2:12][N:11]([C:14]([O:16][C:17]([CH3:20])([CH3:19])[CH3:18])=[O:15])[CH2:10][CH2:9]2)=[N:6][CH:7]=1.[Br-].[C:22]1([CH:28]([Zn+])[CH3:29])[CH:27]=[CH:26][CH:25]=[CH:24][CH:23]=1.C1(C(C2C=NC(N3CCNCC3)=NC=2)C)C=CC=CC=1.CO.ClCCl. The catalyst is C1COCC1.C1C=CC([P]([Pd]([P](C2C=CC=CC=2)(C2C=CC=CC=2)C2C=CC=CC=2)([P](C2C=CC=CC=2)(C2C=CC=CC=2)C2C=CC=CC=2)[P](C2C=CC=CC=2)(C2C=CC=CC=2)C2C=CC=CC=2)(C2C=CC=CC=2)C2C=CC=CC=2)=CC=1. The product is [C:22]1([CH:28]([C:2]2[CH:3]=[N:4][C:5]([N:8]3[CH2:13][CH2:12][N:11]([C:14]([O:16][C:17]([CH3:20])([CH3:19])[CH3:18])=[O:15])[CH2:10][CH2:9]3)=[N:6][CH:7]=2)[CH3:29])[CH:27]=[CH:26][CH:25]=[CH:24][CH:23]=1. The yield is 0.230. (6) The reactants are [Br:1][C:2]1[CH:9]=[C:8]([O:10][CH3:11])[CH:7]=[CH:6][C:3]=1[C:4]#[N:5].[I:12]I. The catalyst is FC(F)(F)S([O-])(=O)=O.[Ag+].C(Cl)Cl. The product is [Br:1][C:2]1[CH:9]=[C:8]([O:10][CH3:11])[C:7]([I:12])=[CH:6][C:3]=1[C:4]#[N:5]. The yield is 0.571.